This data is from Forward reaction prediction with 1.9M reactions from USPTO patents (1976-2016). The task is: Predict the product of the given reaction. Given the reactants [C:1]([O:5][C:6]([N:8]1[C:13]2[CH:14]=[C:15]([Cl:18])[CH:16]=[CH:17][C:12]=2[O:11][CH:10]([CH2:19][C:20]([O:22]C)=[O:21])[CH2:9]1)=[O:7])([CH3:4])([CH3:3])[CH3:2].[OH-].[Li+], predict the reaction product. The product is: [C:1]([O:5][C:6]([N:8]1[C:13]2[CH:14]=[C:15]([Cl:18])[CH:16]=[CH:17][C:12]=2[O:11][CH:10]([CH2:19][C:20]([OH:22])=[O:21])[CH2:9]1)=[O:7])([CH3:4])([CH3:2])[CH3:3].